This data is from Catalyst prediction with 721,799 reactions and 888 catalyst types from USPTO. The task is: Predict which catalyst facilitates the given reaction. (1) Reactant: Br[CH2:2][C:3]([C:5]1[CH:10]=[C:9]([Br:11])[CH:8]=[CH:7][C:6]=1[O:12][CH2:13][C:14]1[CH:19]=[CH:18][C:17]([Cl:20])=[CH:16][CH:15]=1)=[O:4].[NH:21]([CH3:23])[CH3:22].Cl.C([O-])([O-])=O.[K+].[K+]. Product: [Br:11][C:9]1[CH:8]=[CH:7][C:6]([O:12][CH2:13][C:14]2[CH:19]=[CH:18][C:17]([Cl:20])=[CH:16][CH:15]=2)=[C:5]([C:3](=[O:4])[CH2:2][N:21]([CH3:23])[CH3:22])[CH:10]=1. The catalyst class is: 3. (2) Reactant: [CH:1]([N:4]1[C:9](=[O:10])[CH:8]=[CH:7][C:6]([C:11]2[C:12]([C:34]3[CH:39]=[CH:38][CH:37]=[CH:36][CH:35]=3)=[N:13][N:14]3[CH:19]=[CH:18][C:17]([O:20][CH2:21][CH2:22][N:23]4C(=O)C5C(=CC=CC=5)C4=O)=[CH:16][C:15]=23)=[N:5]1)([CH3:3])[CH3:2].O.NN. Product: [NH2:23][CH2:22][CH2:21][O:20][C:17]1[CH:18]=[CH:19][N:14]2[N:13]=[C:12]([C:34]3[CH:35]=[CH:36][CH:37]=[CH:38][CH:39]=3)[C:11]([C:6]3[CH:7]=[CH:8][C:9](=[O:10])[N:4]([CH:1]([CH3:3])[CH3:2])[N:5]=3)=[C:15]2[CH:16]=1. The catalyst class is: 14. (3) Reactant: [C:1]([O:5][C:6](=[O:28])[CH2:7][C@H:8]([C:18]1[O:22][N:21]=[C:20]([C:23](OCC)=[O:24])[N:19]=1)[CH2:9][CH2:10][CH2:11][CH:12]1[CH2:17][CH2:16][CH2:15][CH2:14][CH2:13]1)([CH3:4])([CH3:3])[CH3:2].[NH:29]1[CH2:32][CH:31]([C:33]([OH:35])=[O:34])[CH2:30]1.C(=O)([O-])[O-].[K+].[K+].Cl. Product: [C:1]([O:5][C:6](=[O:28])[CH2:7][C@H:8]([C:18]1[O:22][N:21]=[C:20]([C:23]([N:29]2[CH2:32][CH:31]([C:33]([OH:35])=[O:34])[CH2:30]2)=[O:24])[N:19]=1)[CH2:9][CH2:10][CH2:11][CH:12]1[CH2:17][CH2:16][CH2:15][CH2:14][CH2:13]1)([CH3:2])([CH3:3])[CH3:4]. The catalyst class is: 58. (4) Reactant: C([O-])([O-])=O.[K+].[K+].[C:7]1([CH2:13][S:14](Cl)(=[O:16])=[O:15])[CH:12]=[CH:11][CH:10]=[CH:9][CH:8]=1.Br.[Br:19][CH2:20][CH2:21][NH2:22].O. Product: [Br:19][CH2:20][CH2:21][NH:22][S:14]([CH2:13][C:7]1[CH:12]=[CH:11][CH:10]=[CH:9][CH:8]=1)(=[O:16])=[O:15]. The catalyst class is: 2. (5) Reactant: [O:1]1[C:5]2[CH:6]=[CH:7][CH:8]=[CH:9][C:4]=2[N:3]=[C:2]1[C:10]1[CH:11]=[C:12]([NH2:17])[CH:13]=[CH:14][C:15]=1[Cl:16].N1C=CC=CC=1.Cl[C:25]([O:27][CH2:28][C:29]#[CH:30])=[O:26]. Product: [CH2:28]([O:27][C:25](=[O:26])[NH:17][C:12]1[CH:13]=[CH:14][C:15]([Cl:16])=[C:10]([C:2]2[O:1][C:5]3[CH:6]=[CH:7][CH:8]=[CH:9][C:4]=3[N:3]=2)[CH:11]=1)[C:29]#[CH:30]. The catalyst class is: 7. (6) Product: [CH2:27]([O:66][NH:43][C:16]([C:14]1[N:13]=[CH:12][C:11]2[N:7]([CH2:6][C:5]3[CH:4]=[CH:3][C:2]([F:1])=[CH:21][CH:20]=3)[CH:8]=[N:9][C:10]=2[CH:15]=1)=[O:18])[C:26]1[CH:41]=[CH:42][CH:23]=[CH:24][CH:25]=1. Reactant: [F:1][C:2]1[CH:21]=[CH:20][C:5]([CH2:6][N:7]2[C:11]3[CH:12]=[N:13][C:14]([C:16]([O:18]C)=O)=[CH:15][C:10]=3[N:9]=[CH:8]2)=[CH:4][CH:3]=1.F[C:23]1[CH:42]=[CH:41][C:26]([CH2:27]N2C3C=C(C(OC)=O)N=CC=3N=C2)=[CH:25][CH:24]=1.[NH:43]1C2C=C(C(OC)=O)N=CC=2N=C1.FC1C=CC(CBr)=CC=1.[Li+].[OH-:66]. The catalyst class is: 5. (7) Reactant: C([Si](C)(C)[O:6][CH2:7][CH2:8][C@H:9]1[C:13]([CH3:15])([CH3:14])[O:12][C:11]([CH3:17])([CH3:16])[O:10]1)(C)(C)C.[F-].C([N+](CCCC)(CCCC)CCCC)CCC.O. Product: [CH3:16][C:11]1([CH3:17])[O:10][C@@H:9]([CH2:8][CH2:7][OH:6])[C:13]([CH3:15])([CH3:14])[O:12]1. The catalyst class is: 7.